Dataset: Reaction yield outcomes from USPTO patents with 853,638 reactions. Task: Predict the reaction yield, written as a fraction of the theoretical maximum amount of product (1.0 means a 100% yield; for example, 0.34 means a 34% yield). The reactants are [N:1]1[CH:6]=[CH:5][CH:4]=[C:3]([C:7]([C:9]2[CH:16]=[CH:15][C:12]([CH2:13][OH:14])=[CH:11][CH:10]=2)=[O:8])[CH:2]=1.C(N(CC)CC)C.[CH3:24][S:25](Cl)(=[O:27])=[O:26]. The catalyst is ClCCl. The product is [CH3:24][S:25]([O:14][CH2:13][C:12]1[CH:11]=[CH:10][C:9]([C:7]([C:3]2[CH:2]=[N:1][CH:6]=[CH:5][CH:4]=2)=[O:8])=[CH:16][CH:15]=1)(=[O:27])=[O:26]. The yield is 1.00.